Dataset: Catalyst prediction with 721,799 reactions and 888 catalyst types from USPTO. Task: Predict which catalyst facilitates the given reaction. (1) Product: [CH3:47][P:48]([CH3:50])(=[O:49])[O:1][CH2:2][CH2:3][O:4][C:5]([C:8]1[CH:13]=[N:12][C:11]([N:14]2[CH2:18][C@@:17]3([CH2:23][CH2:22][CH2:21][C@@:20]([CH2:25][N:26]4[C:30]5[CH:31]=[C:32]([C:35]#[N:36])[CH:33]=[CH:34][C:29]=5[N:28]=[CH:27]4)([CH3:24])[CH2:19]3)[O:16][C:15]2=[O:37])=[CH:10][N:9]=1)([CH3:7])[CH3:6]. Reactant: [OH:1][CH2:2][CH2:3][O:4][C:5]([C:8]1[N:9]=[CH:10][C:11]([N:14]2[CH2:18][C@@:17]3([CH2:23][CH2:22][CH2:21][C@@:20]([CH2:25][N:26]4[C:30]5[CH:31]=[C:32]([C:35]#[N:36])[CH:33]=[CH:34][C:29]=5[N:28]=[CH:27]4)([CH3:24])[CH2:19]3)[O:16][C:15]2=[O:37])=[N:12][CH:13]=1)([CH3:7])[CH3:6].CCN(C(C)C)C(C)C.[CH3:47][P:48](Cl)([CH3:50])=[O:49]. The catalyst class is: 4. (2) Reactant: I[C:2]1[CH:7]=[C:6]([N+:8]([O-:10])=[O:9])[C:5]([NH2:11])=[C:4]([CH3:12])[CH:3]=1.[N:13]1[CH:18]=[CH:17][CH:16]=[CH:15][C:14]=1[O-:19].C([N+](CCCC)(CCCC)CCCC)CCC. Product: [NH2:11][C:5]1[C:6]([N+:8]([O-:10])=[O:9])=[CH:7][C:2]([N:13]2[CH:18]=[CH:17][CH:16]=[CH:15][C:14]2=[O:19])=[CH:3][C:4]=1[CH3:12]. The catalyst class is: 471. (3) The catalyst class is: 1. Reactant: [C:1]1([N:7]2[C:11]([C:12]3[C:17](=[O:18])[CH:16]=[CH:15][N:14]([CH:19]4[CH2:24][CH2:23][NH:22][CH2:21][CH2:20]4)[N:13]=3)=[CH:10][CH:9]=[N:8]2)[CH:6]=[CH:5][CH:4]=[CH:3][CH:2]=1.[C:25](O[C:25]([O:27][C:28]([CH3:31])([CH3:30])[CH3:29])=[O:26])([O:27][C:28]([CH3:31])([CH3:30])[CH3:29])=[O:26]. Product: [O:18]=[C:17]1[CH:16]=[CH:15][N:14]([CH:19]2[CH2:24][CH2:23][N:22]([C:25]([O:27][C:28]([CH3:31])([CH3:30])[CH3:29])=[O:26])[CH2:21][CH2:20]2)[N:13]=[C:12]1[C:11]1[N:7]([C:1]2[CH:2]=[CH:3][CH:4]=[CH:5][CH:6]=2)[N:8]=[CH:9][CH:10]=1.